From a dataset of Catalyst prediction with 721,799 reactions and 888 catalyst types from USPTO. Predict which catalyst facilitates the given reaction. (1) Reactant: [CH:1]1(B(O)O)[CH2:3][CH2:2]1.C1(P(C2CCCCC2)C2C=CC=CC=2C2C(OC)=CC=CC=2OC)CCCCC1.C(=O)([O-])[O-].[Na+].[Na+].Br[C:43]1[C:48]([C:49]2[CH:54]=[CH:53][C:52]([F:55])=[CH:51][CH:50]=2)=[C:47]([F:56])[C:46]([O:57][CH:58]([CH3:60])[CH3:59])=[C:45]([CH:61]=[O:62])[CH:44]=1. Product: [CH:1]1([C:43]2[C:48]([C:49]3[CH:50]=[CH:51][C:52]([F:55])=[CH:53][CH:54]=3)=[C:47]([F:56])[C:46]([O:57][CH:58]([CH3:60])[CH3:59])=[C:45]([CH:61]=[O:62])[CH:44]=2)[CH2:3][CH2:2]1. The catalyst class is: 101. (2) Reactant: [OH:1][CH2:2][CH2:3][CH2:4][C:5]1[CH:10]=[CH:9][C:8]([C@H:11]2[CH2:28][C@@:26]3([CH3:27])[C@@H:22]([CH2:23][CH2:24][C:25]3=O)[C@H:21]3[C:12]2=[C:13]2[C:18]([CH2:19][CH2:20]3)=[CH:17][C:16](=[O:30])[CH2:15][CH2:14]2)=[CH:7][CH:6]=1.[Cl:31]N1C(=O)CCC1=O.O. Product: [Cl:31][C:17]1[C:16](=[O:30])[CH2:15][CH2:14][C:13]2[C:18]=1[CH2:19][CH2:20][C@@H:21]1[C:12]=2[C@@H:11]([C:8]2[CH:7]=[CH:6][C:5]([CH2:4][CH2:3][CH2:2][OH:1])=[CH:10][CH:9]=2)[CH2:28][C@@:26]2([CH3:27])[C@H:22]1[CH2:23][CH2:24][CH2:25]2. The catalyst class is: 3. (3) Reactant: [CH3:1][S:2]([C:5]1[CH:6]=[CH:7][C:8]2[C:13](=[O:14])OC(=O)[NH:10][C:9]=2[CH:16]=1)(=[O:4])=[O:3].[CH:17]([C:21]1[CH:27]=[CH:26][C:24]([NH2:25])=[CH:23][CH:22]=1)([CH2:19][CH3:20])[CH3:18]. Product: [NH2:10][C:9]1[CH:16]=[C:5]([S:2]([CH3:1])(=[O:3])=[O:4])[CH:6]=[CH:7][C:8]=1[C:13]([NH:25][C:24]1[CH:26]=[CH:27][C:21]([CH:17]([CH2:19][CH3:20])[CH3:18])=[CH:22][CH:23]=1)=[O:14]. The catalyst class is: 35. (4) Reactant: [CH2:1]([CH:3]([C:6]1[C:10]([CH2:11][CH2:12][CH2:13][OH:14])=[CH:9][N:8]([C:15]2[CH:20]=[CH:19][C:18]([C:21]([F:24])([F:23])[F:22])=[CH:17][N:16]=2)[N:7]=1)[CH2:4][CH3:5])[CH3:2].O[C:26]1[CH:31]=[CH:30][CH:29]=[CH:28][C:27]=1[CH2:32][C:33]([O:35]C)=[O:34].C(P(CCCC)CCCC)CCC.N(C(N1CCCCC1)=O)=NC(N1CCCCC1)=O. Product: [CH2:1]([CH:3]([C:6]1[C:10]([CH2:11][CH2:12][CH2:13][O:14][C:26]2[CH:31]=[CH:30][CH:29]=[CH:28][C:27]=2[CH2:32][C:33]([OH:35])=[O:34])=[CH:9][N:8]([C:15]2[CH:20]=[CH:19][C:18]([C:21]([F:23])([F:24])[F:22])=[CH:17][N:16]=2)[N:7]=1)[CH2:4][CH3:5])[CH3:2]. The catalyst class is: 7.